From a dataset of Reaction yield outcomes from USPTO patents with 853,638 reactions. Predict the reaction yield, written as a fraction of the theoretical maximum amount of product (1.0 means a 100% yield; for example, 0.34 means a 34% yield). (1) The reactants are [CH2:1]([O:4][C:5]1([CH3:42])[CH2:10][CH2:9][N:8]([C:11]2[N:16]3[N:17]=[C:18]([NH:20]C(OCC[Si](C)(C)C)=O)[CH:19]=[C:15]3[N:14]=[C:13]([CH3:30])[C:12]=2[C@H:31]([O:37][C:38]([CH3:41])([CH3:40])[CH3:39])[C:32]([O:34][CH2:35][CH3:36])=[O:33])[CH2:7][CH2:6]1)[CH:2]=[CH2:3].CCCC[N+](CCCC)(CCCC)CCCC.[F-]. The catalyst is C1COCC1. The product is [CH2:1]([O:4][C:5]1([CH3:42])[CH2:10][CH2:9][N:8]([C:11]2[N:16]3[N:17]=[C:18]([NH2:20])[CH:19]=[C:15]3[N:14]=[C:13]([CH3:30])[C:12]=2[C@H:31]([O:37][C:38]([CH3:41])([CH3:40])[CH3:39])[C:32]([O:34][CH2:35][CH3:36])=[O:33])[CH2:7][CH2:6]1)[CH:2]=[CH2:3]. The yield is 0.900. (2) The reactants are [N-:1]=[N+:2]=[N-:3].[Na+].[C:5]1([N:15]=[C:16]=[S:17])[C:14]2[C:9](=[CH:10][CH:11]=[CH:12][CH:13]=2)[CH:8]=[CH:7][CH:6]=1.Cl. The catalyst is O1CCOCC1.O. The product is [C:5]1([N:15]2[C:16](=[S:17])[N:1]=[N:2][NH:3]2)[C:14]2[C:9](=[CH:10][CH:11]=[CH:12][CH:13]=2)[CH:8]=[CH:7][CH:6]=1. The yield is 0.630. (3) The reactants are [Cl:1][C:2]1[CH:7]=[CH:6][C:5]([CH2:8][C:9]#[N:10])=[C:4]([F:11])[CH:3]=1.[F:12][C:13]1[CH:14]=[C:15]([CH:18]=[CH:19][CH:20]=1)[CH:16]=O.C[O-].[Na+]. The catalyst is CO. The product is [Cl:1][C:2]1[CH:7]=[CH:6][C:5](/[C:8](=[CH:16]/[C:15]2[CH:18]=[CH:19][CH:20]=[C:13]([F:12])[CH:14]=2)/[C:9]#[N:10])=[C:4]([F:11])[CH:3]=1. The yield is 0.980. (4) The reactants are [CH3:1][O:2][C:3]([C:5]1[C:10]([NH2:11])=[CH:9][CH:8]=[C:7]([O:12][CH3:13])[N:6]=1)=[O:4].[CH3:14]OC1N=C(C(OC)=O)C(NC(C2C3C(=CC=CC=3)C(C)=CC=2)=O)=CC=1.[CH3:40][N:41]1[C:49]2[C:44](=[CH:45][CH:46]=[CH:47][CH:48]=2)[C:43]([C:50]([OH:52])=O)=[N:42]1. No catalyst specified. The product is [CH3:1][O:2][C:3]([C:5]1[C:10]([NH:11][C:50]([C:43]2[C:44]3[C:49](=[CH:48][CH:47]=[CH:46][CH:45]=3)[N:41]([CH3:40])[N:42]=2)=[O:52])=[CH:9][CH:8]=[C:7]([O:12][CH2:13][CH3:14])[N:6]=1)=[O:4]. The yield is 0.670. (5) The reactants are [Si:1]([O:8][CH2:9][C@H:10]1[C@H:14]([O:15][CH:16]2[CH2:21][CH2:20][CH2:19][CH2:18][O:17]2)[CH2:13][C@H:12]([OH:22])[C@@H:11]1[CH2:23]/[CH:24]=[CH:25]\[CH2:26][CH2:27][CH2:28][C:29]([OH:31])=[O:30])([C:4]([CH3:7])([CH3:6])[CH3:5])([CH3:3])[CH3:2].[C:32]1(C2CCCCCCCCCC=2)CCCCCCCCNN=1.CI. The catalyst is C(#N)C. The product is [Si:1]([O:8][CH2:9][C@H:10]1[C@H:14]([O:15][CH:16]2[CH2:21][CH2:20][CH2:19][CH2:18][O:17]2)[CH2:13][C@H:12]([OH:22])[C@@H:11]1[CH2:23]/[CH:24]=[CH:25]\[CH2:26][CH2:27][CH2:28][C:29]([O:31][CH3:32])=[O:30])([C:4]([CH3:7])([CH3:6])[CH3:5])([CH3:3])[CH3:2]. The yield is 0.895. (6) The product is [ClH:19].[O:1]=[C:2]([C:6]1[CH:11]=[CH:10][CH:9]=[CH:8][CH:7]=1)[CH2:3][C:4]([S:18][C:12]1[CH:17]=[CH:16][CH:15]=[CH:14][CH:13]=1)=[NH:5]. The yield is 0.510. The catalyst is C(OCC)C.C(Cl)(Cl)Cl. The reactants are [O:1]=[C:2]([C:6]1[CH:11]=[CH:10][CH:9]=[CH:8][CH:7]=1)[CH2:3][C:4]#[N:5].[C:12]1([SH:18])[CH:17]=[CH:16][CH:15]=[CH:14][CH:13]=1.[ClH:19]. (7) The product is [NH2:7][C:6]1[CH:5]=[C:4]([F:3])[C:10]([O:11][C@H:12]2[CH2:16][CH2:15][O:14][CH2:13]2)=[C:9]([CH:8]=1)[CH2:17][N:18]([CH3:19])[C:37](=[O:39])[O:36][CH2:29][C:30]1[CH:31]=[CH:32][CH:33]=[CH:34][CH:35]=1. The yield is 0.706. The catalyst is CN(C=O)C. The reactants are Cl.Cl.[F:3][C:4]1[CH:5]=[C:6]([CH:8]=[C:9]([CH2:17][NH:18][CH3:19])[C:10]=1[O:11][C@H:12]1[CH2:16][CH2:15][O:14][CH2:13]1)[NH2:7].C(N(CC)C(C)C)(C)C.[CH2:29]([O:36][C:37]([O:39]N1C(=O)CCC1=O)=O)[C:30]1[CH:35]=[CH:34][CH:33]=[CH:32][CH:31]=1.